Dataset: Catalyst prediction with 721,799 reactions and 888 catalyst types from USPTO. Task: Predict which catalyst facilitates the given reaction. (1) Reactant: [Li]CCCC.[Cl:6][C:7]1[CH:12]=[CH:11][C:10](I)=[C:9]([F:14])[CH:8]=1.[F:15][C:16]([F:23])([F:22])[C:17](OCC)=[O:18]. Product: [Cl:6][C:7]1[CH:12]=[CH:11][C:10]([C:17](=[O:18])[C:16]([F:23])([F:22])[F:15])=[C:9]([F:14])[CH:8]=1. The catalyst class is: 1. (2) Reactant: [CH3:1][O:2][C:3]([C:5]1[N:13]([CH:14]2[CH2:16][CH2:15]2)[C:12]2[CH:11]=[CH:10][N:9]=[CH:8][C:7]=2[C:6]=1[NH:17][C:18]1[CH:23]=[CH:22][C:21]([Si](C)(C)C)=[CH:20][C:19]=1[F:28])=[O:4].[I:29]Cl. Product: [CH3:1][O:2][C:3]([C:5]1[N:13]([CH:14]2[CH2:16][CH2:15]2)[C:12]2[CH:11]=[CH:10][N:9]=[CH:8][C:7]=2[C:6]=1[NH:17][C:18]1[CH:23]=[CH:22][C:21]([I:29])=[CH:20][C:19]=1[F:28])=[O:4]. The catalyst class is: 2. (3) Reactant: [C:1]([CH:9]([CH2:15][CH2:16][CH3:17])[C:10]([O:12]CC)=O)(=O)[C:2]1[CH:7]=[CH:6][CH:5]=[CH:4][CH:3]=1.[NH:18]([C:20]1[CH:25]=[CH:24][CH:23]=[CH:22][N:21]=1)[NH2:19]. Product: [C:2]1([C:1]2[C:9]([CH2:15][CH2:16][CH3:17])=[C:10]([OH:12])[N:18]([C:20]3[CH:25]=[CH:24][CH:23]=[CH:22][N:21]=3)[N:19]=2)[CH:3]=[CH:4][CH:5]=[CH:6][CH:7]=1. The catalyst class is: 8.